Dataset: Full USPTO retrosynthesis dataset with 1.9M reactions from patents (1976-2016). Task: Predict the reactants needed to synthesize the given product. Given the product [F:1][C:2]1[CH:3]=[C:4]([C:10](=[O:21])[C:11]([C:12]2[CH:17]=[CH:16][C:15]([S:18][CH3:19])=[CH:14][CH:13]=2)=[O:20])[CH:5]=[CH:6][C:7]=1[O:8][CH3:9], predict the reactants needed to synthesize it. The reactants are: [F:1][C:2]1[CH:3]=[C:4]([C:10](=[O:21])[CH:11]([OH:20])[C:12]2[CH:17]=[CH:16][C:15]([S:18][CH3:19])=[CH:14][CH:13]=2)[CH:5]=[CH:6][C:7]=1[O:8][CH3:9].[Bi]=O.